Dataset: Retrosynthesis with 50K atom-mapped reactions and 10 reaction types from USPTO. Task: Predict the reactants needed to synthesize the given product. (1) Given the product CC(=O)N[C@@H](CS(=O)(=O)c1ccc(Oc2ccccc2)cc1)C(=O)O, predict the reactants needed to synthesize it. The reactants are: COC(=O)[C@H](CS(=O)(=O)c1ccc(Oc2ccccc2)cc1)NC(C)=O. (2) Given the product CCC1=C(C)CCC1O, predict the reactants needed to synthesize it. The reactants are: CC1=C(Br)C(O)CC1.CC[Mg+]. (3) Given the product O=C(O)c1cccn2cc(-c3ccc(CN4CCOCC4)cc3)nc12, predict the reactants needed to synthesize it. The reactants are: CCOC(=O)c1cccn2cc(-c3ccc(CN4CCOCC4)cc3)nc12. (4) Given the product CNCC1=C(C#N)C(c2cccc3nonc23)c2c[nH]nc2N1, predict the reactants needed to synthesize it. The reactants are: CN(CC1=C(C#N)C(c2cccc3nonc23)c2c[nH]nc2N1)C(=O)OC(C)(C)C. (5) Given the product Cn1cc(C(=O)CCl)cc1C(=O)c1ccc([N+](=O)[O-])cc1, predict the reactants needed to synthesize it. The reactants are: Cn1cccc1C(=O)c1ccc([N+](=O)[O-])cc1.O=C(Cl)CCl. (6) Given the product COC(=O)C(C)Oc1ccccc1C=O, predict the reactants needed to synthesize it. The reactants are: COC(=O)C(C)Br.O=Cc1ccccc1O.